Predict the reactants needed to synthesize the given product. From a dataset of Full USPTO retrosynthesis dataset with 1.9M reactions from patents (1976-2016). (1) Given the product [F:19][C:8]1[C:7]([OH:6])=[CH:15][CH:14]=[C:13]2[C:9]=1[CH:10]=[N:11][NH:12]2, predict the reactants needed to synthesize it. The reactants are: [OH-].[Na+].C([O:6][C:7]1[C:8]([F:19])=[C:9]2[C:13](=[CH:14][CH:15]=1)[N:12](C(=O)C)[N:11]=[CH:10]2)(=O)C.O1CCCC1.Cl. (2) Given the product [N:14]1([CH2:13][C:11]2[S:12][C:8]([NH2:7])=[CH:9][N:10]=2)[CH2:19][CH2:18][O:17][CH2:16][CH2:15]1, predict the reactants needed to synthesize it. The reactants are: C(OC(=O)[NH:7][C:8]1[S:12][C:11]([CH2:13][N:14]2[CH2:19][CH2:18][O:17][CH2:16][CH2:15]2)=[N:10][CH:9]=1)(C)(C)C. (3) Given the product [CH3:16][N:2]([CH3:1])[CH2:3][CH2:4][CH2:5][C:6]1[CH:10]=[C:9]([C:11]2[S:12][CH:13]=[CH:14][CH:15]=2)[NH:8][C:7]=1[CH:17]=[O:18], predict the reactants needed to synthesize it. The reactants are: [CH3:1][N:2]([CH3:16])[CH2:3][CH2:4][CH2:5][C:6]1[CH:10]=[C:9]([C:11]2[S:12][CH:13]=[CH:14][CH:15]=2)[NH:8][CH:7]=1.[CH:17](OC)(OC)[O:18]C. (4) Given the product [C:21]([O:20][C:18]([N:9]1[CH2:10][CH2:11][C@H:12]([C:13]([OH:15])=[O:14])[C@@H:7]([C:3]2[S:4][CH:5]=[CH:6][C:2]=2[CH3:1])[CH2:8]1)=[O:19])([CH3:24])([CH3:23])[CH3:22], predict the reactants needed to synthesize it. The reactants are: [CH3:1][C:2]1[CH:6]=[CH:5][S:4][C:3]=1[C@@H:7]1[C@@H:12]([C:13]([O:15]CC)=[O:14])[CH2:11][CH2:10][N:9]([C:18]([O:20][C:21]([CH3:24])([CH3:23])[CH3:22])=[O:19])[CH2:8]1.[OH-].[Na+].C(O)(=O)CC(CC(O)=O)(C(O)=O)O. (5) Given the product [CH3:34][O:33][C:22]1[C:23]2[O:28][CH2:27][CH2:26][O:25][C:24]=2[C:29]([O:31][CH3:32])=[CH:30][C:21]=1[C:19](=[O:20])[CH2:18][C:19]([C:21]1[CH:30]=[CH:29][CH:24]=[CH:23][CH:22]=1)=[O:35], predict the reactants needed to synthesize it. The reactants are: C(C([CH2:18][C:19]([C:21]1[CH:30]=[C:29]([O:31][CH3:32])[C:24]2[O:25][CH2:26][CH2:27][O:28][C:23]=2[C:22]=1[O:33][CH3:34])=[O:20])C(C1C=CC=CC=1)=O)(=O)C1C=CC=CC=1.[OH-:35].[Na+]. (6) Given the product [CH2:10]([O:12][C:13]([N:15]1[CH2:16][CH2:17][N:18]([CH:21]([C:22]([CH3:26])([CH3:25])[CH3:23])[C:9]#[C:8][C:4]2[CH:5]=[CH:6][CH:7]=[C:2]([Cl:1])[CH:3]=2)[CH2:19][CH2:20]1)=[O:14])[CH3:11], predict the reactants needed to synthesize it. The reactants are: [Cl:1][C:2]1[CH:3]=[C:4]([C:8]#[CH:9])[CH:5]=[CH:6][CH:7]=1.[CH2:10]([O:12][C:13]([N:15]1[CH2:20][CH2:19][NH:18][CH2:17][CH2:16]1)=[O:14])[CH3:11].[CH3:21][C:22]([CH3:26])([CH3:25])[CH:23]=O.